Dataset: Catalyst prediction with 721,799 reactions and 888 catalyst types from USPTO. Task: Predict which catalyst facilitates the given reaction. (1) Reactant: [CH2:1]([O:8][C:9]1[C:18]2[C:13](=[CH:14][CH:15]=[CH:16][CH:17]=2)[N:12]=[C:11]([CH2:19][OH:20])[C:10]=1[CH3:21])[C:2]1[CH:7]=[CH:6][CH:5]=[CH:4][CH:3]=1.[CH2:22]([N:27]=[C:28]=[O:29])[CH2:23][CH2:24][CH2:25][CH3:26].CO. Product: [CH2:1]([O:8][C:9]1[C:18]2[C:13](=[CH:14][CH:15]=[CH:16][CH:17]=2)[N:12]=[C:11]([CH2:19][O:20][C:28](=[O:29])[NH:27][CH2:22][CH2:23][CH2:24][CH2:25][CH3:26])[C:10]=1[CH3:21])[C:2]1[CH:3]=[CH:4][CH:5]=[CH:6][CH:7]=1. The catalyst class is: 1. (2) Reactant: [C:1](Cl)(=[O:5])[C:2](Cl)=O.[F:7][C:8]([F:22])([F:21])[C:9]1[CH:20]=[CH:19][C:12]2[S:13][C:14]([C:16](O)=[O:17])=[CH:15][C:11]=2[CH:10]=1. Product: [F:21][C:8]([F:7])([F:22])[C:9]1[CH:20]=[CH:19][C:12]2[S:13][C:14]([C:16]([O:5][CH2:1][CH3:2])=[O:17])=[CH:15][C:11]=2[CH:10]=1. The catalyst class is: 8. (3) Reactant: [F:1][C:2]1[CH:7]=[C:6]([CH3:8])[C:5]([S:9][CH2:10][C:11]([F:14])([F:13])[F:12])=[CH:4][C:3]=1[NH:15][NH2:16].[C:17]([C:19](=[C:25]([O:29]CC)[O:26][CH2:27][CH3:28])[C:20]([O:22][CH2:23][CH3:24])=O)#[N:18]. Product: [CH2:27]([O:26][C:25]([C:19]1[C:20]([O:22][CH2:23][CH3:24])=[N:16][N:15]([C:3]2[CH:4]=[C:5]([S:9][CH2:10][C:11]([F:13])([F:14])[F:12])[C:6]([CH3:8])=[CH:7][C:2]=2[F:1])[C:17]=1[NH2:18])=[O:29])[CH3:28]. The catalyst class is: 8.